This data is from Full USPTO retrosynthesis dataset with 1.9M reactions from patents (1976-2016). The task is: Predict the reactants needed to synthesize the given product. (1) Given the product [Cl:26][CH2:27][CH2:28][C:29]([NH:1][C:2]1[N:6]([C:7]2[C:12]([Cl:13])=[CH:11][C:10]([C:14]([F:15])([F:16])[F:17])=[CH:9][C:8]=2[Cl:18])[N:5]=[C:4]([C:19]#[N:20])[C:3]=1[S:21][C:22]([F:25])([F:24])[F:23])=[O:30], predict the reactants needed to synthesize it. The reactants are: [NH2:1][C:2]1[N:6]([C:7]2[C:12]([Cl:13])=[CH:11][C:10]([C:14]([F:17])([F:16])[F:15])=[CH:9][C:8]=2[Cl:18])[N:5]=[C:4]([C:19]#[N:20])[C:3]=1[S:21][C:22]([F:25])([F:24])[F:23].[Cl:26][CH2:27][CH2:28][C:29](Cl)=[O:30]. (2) Given the product [F:30][C:31]([F:36])([F:35])[C:32]([OH:34])=[O:33].[CH3:16][CH:15]([C:14]1[C:11]2[C:5]3[CH:4]=[C:3]([O:2][CH3:1])[C:8]([O:9][CH3:10])=[CH:7][C:6]=3[C:26]([C:25]3[CH:28]=[CH:29][C:22]([OH:21])=[CH:23][CH:24]=3)=[N:13][C:12]=2[NH:20][N:19]=1)[CH3:17], predict the reactants needed to synthesize it. The reactants are: [CH3:1][O:2][C:3]1[CH:4]=[C:5]([CH:11]([C:14](=O)[CH:15]([CH3:17])[CH3:16])[C:12]#[N:13])[CH:6]=[CH:7][C:8]=1[O:9][CH3:10].[NH2:19][NH2:20].[OH:21][C:22]1[CH:29]=[CH:28][C:25]([CH:26]=O)=[CH:24][CH:23]=1.[F:30][C:31]([F:36])([F:35])[C:32]([OH:34])=[O:33].